From a dataset of Reaction yield outcomes from USPTO patents with 853,638 reactions. Predict the reaction yield, written as a fraction of the theoretical maximum amount of product (1.0 means a 100% yield; for example, 0.34 means a 34% yield). (1) The reactants are C([N:4]1[C:12]2[C:7](=[CH:8][C:9]([O:16][CH3:17])=[C:10]([N+:13]([O-:15])=[O:14])[CH:11]=2)[CH2:6][C@@H:5]1[CH3:18])(=O)C.[ClH:19].O1CCOCC1. The catalyst is CO. The product is [ClH:19].[CH3:18][C@H:5]1[CH2:6][C:7]2[C:12](=[CH:11][C:10]([N+:13]([O-:15])=[O:14])=[C:9]([O:16][CH3:17])[CH:8]=2)[NH:4]1. The yield is 1.00. (2) The reactants are FC(F)(F)C(O)=O.[CH3:8][N:9]([CH2:11][C:12]1[CH:17]=[CH:16][N:15]=[CH:14][C:13]=1[NH:18]C(=O)OC(C)(C)C)[CH3:10]. The catalyst is C(Cl)Cl. The product is [CH3:10][N:9]([CH2:11][C:12]1[CH:17]=[CH:16][N:15]=[CH:14][C:13]=1[NH2:18])[CH3:8]. The yield is 0.950.